From a dataset of Full USPTO retrosynthesis dataset with 1.9M reactions from patents (1976-2016). Predict the reactants needed to synthesize the given product. (1) Given the product [Br:1][C:2]1[CH:7]=[CH:6][C:5]([NH:9][C:4]2[CH:3]=[CH:2][CH:19]=[C:18]([NH2:14])[CH:20]=2)=[C:4]([N+:9]([O-:11])=[O:10])[CH:3]=1, predict the reactants needed to synthesize it. The reactants are: [Br:1][C:2]1[CH:7]=[CH:6][C:5](F)=[C:4]([N+:9]([O-:11])=[O:10])[CH:3]=1.CC[N:14]([CH:18]([CH3:20])[CH3:19])C(C)C. (2) Given the product [CH3:82][O:81][C:74]1[C:73]([C:70]2[CH:69]=[CH:68][C:67]3[C:66]4[N:83]([CH:86]5[CH2:91][CH2:90][O:89][CH2:88][CH2:87]5)[N:84]=[CH:85][C:65]=4[C:64](=[O:92])[NH:63][C:72]=3[CH:71]=2)=[C:78]([CH3:79])[CH:77]=[C:76]([CH3:80])[N:75]=1, predict the reactants needed to synthesize it. The reactants are: COC1C=C(OC)C=CC=1CN1C2C=C(B3OC(C)(C)C(C)(C)O3)C=CC=2C2N(C3CCOCC3)N=CC=2C1=O.ClC1C(OC)=NC(C)=CC=1C.C(=O)([O-])[O-].[Cs+].[Cs+].COC1C=C(OC)C=CC=1C[N:63]1[C:72]2[CH:71]=[C:70]([C:73]3[C:74]([O:81][CH3:82])=[N:75][C:76]([CH3:80])=[CH:77][C:78]=3[CH3:79])[CH:69]=[CH:68][C:67]=2[C:66]2[N:83]([CH:86]3[CH2:91][CH2:90][O:89][CH2:88][CH2:87]3)[N:84]=[CH:85][C:65]=2[C:64]1=[O:92].COC1C=C(OC)C=CC=1CN1C2C=CC=CC=2C2N(C3CCOCC3)N=CC=2C1=O.